Dataset: Full USPTO retrosynthesis dataset with 1.9M reactions from patents (1976-2016). Task: Predict the reactants needed to synthesize the given product. (1) The reactants are: [O:1]1[CH2:7][CH2:6][CH2:5][N:4]([CH2:8][C:9]2[O:17][C:16]3[C:15](Br)=[CH:14][N:13]([CH3:19])[C:12](=[O:20])[C:11]=3[CH:10]=2)[CH2:3][CH2:2]1.[O:21]1[CH2:26][CH2:25][CH:24]([CH2:27][O:28][C:29]2[CH:34]=[C:33](B3OC(C)(C)C(C)(C)O3)[CH:32]=[CH:31][N:30]=2)[CH2:23][CH2:22]1.C(=O)([O-])[O-].[K+].[K+]. Given the product [O:1]1[CH2:7][CH2:6][CH2:5][N:4]([CH2:8][C:9]2[O:17][C:16]3[C:15]([C:33]4[CH:32]=[CH:31][N:30]=[C:29]([O:28][CH2:27][CH:24]5[CH2:25][CH2:26][O:21][CH2:22][CH2:23]5)[CH:34]=4)=[CH:14][N:13]([CH3:19])[C:12](=[O:20])[C:11]=3[CH:10]=2)[CH2:3][CH2:2]1, predict the reactants needed to synthesize it. (2) Given the product [Cl:1][C:2]([F:13])([F:12])[CH2:3][CH:4]1[CH2:8][N:7]([CH2:9][C:30]2[N:25]3[C:26]([S:27][C:23]([CH2:22][OH:21])=[N:24]3)=[N:28][C:29]=2[C:31]([F:33])([F:34])[F:32])[C:6](=[O:11])[CH2:5]1, predict the reactants needed to synthesize it. The reactants are: [Cl:1][C:2]([F:13])([F:12])[CH2:3][CH:4]1[CH2:8][N:7]([CH2:9]Cl)[C:6](=[O:11])[CH2:5]1.C([O:21][CH2:22][C:23]1[S:27][C:26]2=[N:28][C:29]([C:31]([F:34])([F:33])[F:32])=[CH:30][N:25]2[N:24]=1)C1C=CC=CC=1. (3) The reactants are: Br[C:2]1[CH:11]=[CH:10][C:9]([Cl:12])=[CH:8][C:3]=1[C:4]([O:6][CH3:7])=[O:5].[B-](F)(F)(F)[CH:14]=[CH2:15].[K+].C(=O)([O-])[O-].[Na+].[Na+]. Given the product [Cl:12][C:9]1[CH:10]=[CH:11][C:2]([CH:14]=[CH2:15])=[C:3]([CH:8]=1)[C:4]([O:6][CH3:7])=[O:5], predict the reactants needed to synthesize it. (4) Given the product [C:1]1([C:31]2[CH:32]=[CH:33][CH:34]=[CH:35][CH:36]=2)[CH:6]=[CH:5][CH:4]=[C:3]([C:7]2[N:30]=[C:10]3[N:11]=[C:12]([CH3:29])[C:13]([C@H:23]([OH:28])[C:24]([O:26][CH3:27])=[O:25])=[C:14]([N:15]4[CH2:16][CH2:17][C:18]([CH3:22])([CH3:21])[CH2:19][CH2:20]4)[N:9]3[N:8]=2)[CH:2]=1, predict the reactants needed to synthesize it. The reactants are: [C:1]1([C:31]2[CH:36]=[CH:35][CH:34]=[CH:33][CH:32]=2)[CH:6]=[CH:5][CH:4]=[C:3]([C:7]2[N:30]=[C:10]3[N:11]=[C:12]([CH3:29])[C:13]([C:23](=[O:28])[C:24]([O:26][CH3:27])=[O:25])=[C:14]([N:15]4[CH2:20][CH2:19][C:18]([CH3:22])([CH3:21])[CH2:17][CH2:16]4)[N:9]3[N:8]=2)[CH:2]=1.CB1N2CCC[C@@H]2C(C2C=CC=CC=2)(C2C=CC=CC=2)O1.C1(C)C=CC=CC=1.C1COCC1. (5) Given the product [CH3:1][O:2][C:3]1[CH:11]=[CH:10][C:6]([C:7]([NH:25][CH2:26][C:27]2[CH:32]=[CH:31][N:30]=[CH:29][CH:28]=2)=[O:9])=[CH:5][C:4]=1/[CH:12]=[CH:13]/[C:14]1[CH:15]=[CH:16][C:17]([O:20][C:21]([F:24])([F:23])[F:22])=[CH:18][CH:19]=1, predict the reactants needed to synthesize it. The reactants are: [CH3:1][O:2][C:3]1[CH:11]=[CH:10][C:6]([C:7]([OH:9])=O)=[CH:5][C:4]=1/[CH:12]=[CH:13]/[C:14]1[CH:19]=[CH:18][C:17]([O:20][C:21]([F:24])([F:23])[F:22])=[CH:16][CH:15]=1.[NH2:25][CH2:26][C:27]1[CH:32]=[CH:31][N:30]=[CH:29][CH:28]=1.